This data is from Catalyst prediction with 721,799 reactions and 888 catalyst types from USPTO. The task is: Predict which catalyst facilitates the given reaction. (1) Reactant: [CH3:1][O:2][C:3]1[CH:8]=[CH:7][C:6]([C:9]2([C:12]([OH:14])=O)[CH2:11][CH2:10]2)=[CH:5][CH:4]=1.S(Cl)(Cl)=O.C(N(CC)CC)C.[NH2:26][C:27]1[N:32]=[C:31]([C:33]2[CH:34]=[C:35]([CH:43]=[CH:44][CH:45]=2)[C:36]([O:38]C(C)(C)C)=[O:37])[C:30]([CH3:46])=[CH:29][CH:28]=1.FC(F)(F)C(O)=O. Product: [CH3:1][O:2][C:3]1[CH:4]=[CH:5][C:6]([C:9]2([C:12]([NH:26][C:27]3[N:32]=[C:31]([C:33]4[CH:34]=[C:35]([CH:43]=[CH:44][CH:45]=4)[C:36]([OH:38])=[O:37])[C:30]([CH3:46])=[CH:29][CH:28]=3)=[O:14])[CH2:10][CH2:11]2)=[CH:7][CH:8]=1. The catalyst class is: 9. (2) Reactant: [CH2:1]([O:8][C:9]([NH:11][CH2:12][C:13]([NH:15][C:16]1[CH:24]=[CH:23][CH:22]=[CH:21][C:17]=1[C:18]([OH:20])=O)=O)=[O:10])[C:2]1[CH:7]=[CH:6][CH:5]=[CH:4][CH:3]=1.C(N1C=CN=C1)(N1C=CN=C1)=O.[F:37][C:38]1[CH:44]=[CH:43][C:41]([NH2:42])=[CH:40][CH:39]=1.C(OCC)(=O)C. Product: [CH2:1]([O:8][C:9](=[O:10])[NH:11][CH2:12][C:13]1[N:42]([C:41]2[CH:43]=[CH:44][C:38]([F:37])=[CH:39][CH:40]=2)[C:18](=[O:20])[C:17]2[C:16](=[CH:24][CH:23]=[CH:22][CH:21]=2)[N:15]=1)[C:2]1[CH:3]=[CH:4][CH:5]=[CH:6][CH:7]=1. The catalyst class is: 188. (3) Reactant: [C:1]([C:4]1[CH:9]([CH2:10][CH:11]2[CH2:20][CH2:19][C:18]3[C:13](=[CH:14][CH:15]=[C:16](OC)[CH:17]=3)[C:12]2=[O:23])[CH:8]=[CH:7][N:6]([CH2:24][C:25]2[CH:30]=[CH:29][CH:28]=[CH:27][C:26]=2[C:31]([F:34])([F:33])[F:32])[CH:5]=1)(=[O:3])[CH3:2].C(C1C(=O)C([Cl:45])=C(Cl)[C:39](=[O:40])C=1C#N)#N. Product: [Cl-:45].[C:1]([C:4]1[CH:5]=[N+:6]([CH2:24][C:25]2[CH:30]=[CH:29][CH:28]=[CH:27][C:26]=2[C:31]([F:32])([F:34])[F:33])[CH:7]=[CH:8][C:9]=1[CH2:10][C:11]1([O:40][CH3:39])[CH2:20][CH2:19][C:18]2[C:13](=[CH:14][CH:15]=[CH:16][CH:17]=2)[C:12]1=[O:23])(=[O:3])[CH3:2]. The catalyst class is: 10.